Dataset: Full USPTO retrosynthesis dataset with 1.9M reactions from patents (1976-2016). Task: Predict the reactants needed to synthesize the given product. (1) Given the product [F:10][C:9]1[CH:8]=[CH:7][CH:6]=[C:3]2[C:2]=1[NH:13][N:12]=[C:4]2[NH2:5], predict the reactants needed to synthesize it. The reactants are: F[C:2]1[C:9]([F:10])=[CH:8][CH:7]=[CH:6][C:3]=1[C:4]#[N:5].O.[NH2:12][NH2:13]. (2) Given the product [CH3:20][O:19][C:14]1[C:13]([CH2:12][N:9]2[CH2:8][CH2:7][CH:6]([CH2:5][C:4](=[O:21])[C:30]3[S:29][CH:33]=[CH:32][CH:31]=3)[CH2:11][CH2:10]2)=[CH:18][CH:17]=[CH:16][N:15]=1, predict the reactants needed to synthesize it. The reactants are: CON(CC)[C:4](=[O:21])[CH2:5][CH:6]1[CH2:11][CH2:10][N:9]([CH2:12][C:13]2[C:14]([O:19][CH3:20])=[N:15][CH:16]=[CH:17][CH:18]=2)[CH2:8][CH2:7]1.O1CCCC1.[S:29]1[CH:33]=[CH:32][CH:31]=[C:30]1[Li].[Cl-].[NH4+].